This data is from Reaction yield outcomes from USPTO patents with 853,638 reactions. The task is: Predict the reaction yield, written as a fraction of the theoretical maximum amount of product (1.0 means a 100% yield; for example, 0.34 means a 34% yield). (1) The reactants are O=P(Cl)(Cl)Cl.[CH3:6][O:7][CH2:8][CH2:9][N:10]1[C:18]2[C:13](=[C:14]([C:19]([N:21]3[CH2:26][CH2:25][O:24][CH2:23][CH2:22]3)=[O:20])[CH:15]=[CH:16][CH:17]=2)[CH:12]=[CH:11]1.Cl.CN([CH:31]=[O:32])C. The catalyst is [OH-].[K+]. The product is [CH3:6][O:7][CH2:8][CH2:9][N:10]1[C:18]2[C:13](=[C:14]([C:19]([N:21]3[CH2:26][CH2:25][O:24][CH2:23][CH2:22]3)=[O:20])[CH:15]=[CH:16][CH:17]=2)[C:12]([CH:31]=[O:32])=[CH:11]1. The yield is 0.910. (2) The reactants are [Cl:1][C:2]1[C:7]([C:8]([NH2:10])=[O:9])=[C:6]([OH:11])[C:5]([NH:12][C:13]2[C:16](=[O:17])[C:15](=[O:18])[C:14]=2Cl)=[CH:4][CH:3]=1.[Br:20][C:21]1[CH:27]=[CH:26][CH:25]=[CH:24][C:22]=1[NH2:23]. The catalyst is CS(C)=O. The product is [Cl:1][C:2]1[C:7]([C:8]([NH2:10])=[O:9])=[C:6]([OH:11])[C:5]([NH:12][C:13]2[C:16](=[O:17])[C:15](=[O:18])[C:14]=2[NH:23][C:22]2[CH:24]=[CH:25][CH:26]=[CH:27][C:21]=2[Br:20])=[CH:4][CH:3]=1. The yield is 0.270. (3) The reactants are [NH2:1][C:2]1[N:3]([CH3:24])[C:4](=[O:23])[C:5]2([C:15]3[C:10](=[CH:11][CH:12]=[C:13](Br)[CH:14]=3)[O:9][CH:8]([C:17]3[CH:22]=[CH:21][CH:20]=[CH:19][CH:18]=3)[CH2:7]2)[N:6]=1.[CH2:25]([NH:29][C:30]([C:32]1[CH:33]=[C:34](B(O)O)[CH:35]=[CH:36][CH:37]=1)=[O:31])[CH2:26][CH2:27][CH3:28]. The catalyst is O1CCOCC1.C([O-])([O-])=O.[Cs+].[Cs+].Cl[Pd](Cl)([P](C1C=CC=CC=1)(C1C=CC=CC=1)C1C=CC=CC=1)[P](C1C=CC=CC=1)(C1C=CC=CC=1)C1C=CC=CC=1. The product is [NH2:1][C:2]1[N:3]([CH3:24])[C:4](=[O:23])[C:5]2([C:15]3[C:10](=[CH:11][CH:12]=[C:13]([C:36]4[CH:37]=[C:32]([CH:33]=[CH:34][CH:35]=4)[C:30]([NH:29][CH2:25][CH2:26][CH2:27][CH3:28])=[O:31])[CH:14]=3)[O:9][CH:8]([C:17]3[CH:22]=[CH:21][CH:20]=[CH:19][CH:18]=3)[CH2:7]2)[N:6]=1. The yield is 0.500. (4) The reactants are [C:1]([O:7][CH2:8][CH3:9])(=[O:6])[CH2:2][C:3]([CH3:5])=O.[F:10][C:11]1[CH:12]=[C:13]([CH:16]=[CH:17][CH:18]=1)[CH:14]=O.[NH4+:19].[OH-:20]. The catalyst is CCO.C(Cl)Cl. The product is [F:10][C:11]1[CH:12]=[C:13]([CH:14]2[C:2]([C:1]([O:7][CH2:8][CH3:9])=[O:6])=[C:3]([CH3:5])[NH:19][C:3]([CH3:5])=[C:2]2[C:1]([O:7][CH2:8][CH3:9])=[O:20])[CH:16]=[CH:17][CH:18]=1. The yield is 0.700.